From a dataset of Reaction yield outcomes from USPTO patents with 853,638 reactions. Predict the reaction yield, written as a fraction of the theoretical maximum amount of product (1.0 means a 100% yield; for example, 0.34 means a 34% yield). (1) The reactants are [NH2:1][CH2:2][CH2:3][NH:4][C:5](=[O:11])[O:6][C:7]([CH3:10])([CH3:9])[CH3:8].[CH3:12]CN(CCO)CC.BrC[C:22]([NH:24][C:25]1[CH:30]=[CH:29][CH:28]=[C:27]([C:31]([F:34])([F:33])[F:32])[CH:26]=1)=[O:23]. The catalyst is ClCCl. The product is [F:32][C:31]([F:33])([F:34])[C:27]1[CH:26]=[C:25]([NH:24][C:22]([N:1]([CH3:12])[CH2:2][CH2:3][NH:4][C:5](=[O:11])[O:6][C:7]([CH3:8])([CH3:10])[CH3:9])=[O:23])[CH:30]=[CH:29][CH:28]=1. The yield is 0.500. (2) The catalyst is C1COCC1.CCCCCCC. The product is [CH2:50]([C@:3]1([CH2:27][CH2:28][CH2:29][CH2:30][B:31]2[O:35][C:34]([CH3:37])([CH3:36])[C:33]([CH3:39])([CH3:38])[O:32]2)[C:2](=[O:1])[O:7][C@@H:6]([C:8]2[CH:9]=[CH:10][CH:11]=[CH:12][CH:13]=2)[C@@H:5]([C:14]2[CH:19]=[CH:18][CH:17]=[CH:16][CH:15]=2)[N:4]1[C:20]([O:22][C:23]([CH3:26])([CH3:25])[CH3:24])=[O:21])[CH:49]=[CH2:48]. The reactants are [O:1]=[C:2]1[O:7][C@@H:6]([C:8]2[CH:13]=[CH:12][CH:11]=[CH:10][CH:9]=2)[C@@H:5]([C:14]2[CH:19]=[CH:18][CH:17]=[CH:16][CH:15]=2)[N:4]([C:20]([O:22][C:23]([CH3:26])([CH3:25])[CH3:24])=[O:21])[C@@H:3]1[CH2:27][CH2:28][CH2:29][CH2:30][B:31]1[O:35][C:34]([CH3:37])([CH3:36])[C:33]([CH3:39])([CH3:38])[O:32]1.CN(CCN(C)C)C.[CH2:48](I)[CH:49]=[CH2:50].C[Si]([N-][Si](C)(C)C)(C)C.[K+].Cl. The yield is 0.960. (3) The reactants are [CH3:1][O:2][CH2:3][C:4]1[C:9]([C:10](OC)=[O:11])=[C:8]([C:14]2[CH:19]=[CH:18][C:17]([CH3:20])=[CH:16][CH:15]=2)[C:7]([C:21]([O:23][C:24]([CH3:27])([CH3:26])[CH3:25])=[O:22])=[C:6]([CH3:28])[N:5]=1.C1(C)C=CC=CC=1.[H-].C([Al+]CC(C)C)C(C)C.CO.O.O.O.O.O.O.O.O.O.O.[O-]S([O-])(=O)=O.[Na+].[Na+]. The catalyst is C1(C)C=CC=CC=1. The product is [OH:11][CH2:10][C:9]1[C:4]([CH2:3][O:2][CH3:1])=[N:5][C:6]([CH3:28])=[C:7]([C:8]=1[C:14]1[CH:15]=[CH:16][C:17]([CH3:20])=[CH:18][CH:19]=1)[C:21]([O:23][C:24]([CH3:27])([CH3:26])[CH3:25])=[O:22]. The yield is 0.230. (4) The yield is 1.00. The reactants are [OH:1][C:2]1[CH:7]=[C:6]([OH:8])[CH:5]=[CH:4][C:3]=1[CH:9]1[CH2:14][CH2:13][C:12](=[CH:15][C:16]([OH:18])=[O:17])[CH2:11][CH2:10]1. The product is [OH:1][C:2]1[CH:7]=[C:6]([OH:8])[CH:5]=[CH:4][C:3]=1[C@H:9]1[CH2:10][CH2:11][C@H:12]([CH2:15][C:16]([OH:18])=[O:17])[CH2:13][CH2:14]1. The catalyst is [Pd].C(O)C.